From a dataset of Catalyst prediction with 721,799 reactions and 888 catalyst types from USPTO. Predict which catalyst facilitates the given reaction. (1) Reactant: [C:1]([O:5][C:6]([NH:8][CH2:9][CH2:10][O:11][C:12]1[CH:17]=[CH:16][C:15]([CH2:18][CH:19](O)[C:20]([O:22][CH3:23])=O)=[CH:14][CH:13]=1)=[O:7])([CH3:4])([CH3:3])[CH3:2].C1([SH:31])C=CC=CC=1.[C:32]1(P([C:32]2[CH:37]=[CH:36][CH:35]=[CH:34][CH:33]=2)[C:32]2[CH:37]=[CH:36][CH:35]=[CH:34][CH:33]=2)[CH:37]=[CH:36][CH:35]=[CH:34][CH:33]=1.CCOC(/N=N/C(OCC)=O)=O. Product: [C:1]([O:5][C:6]([NH:8][CH2:9][CH2:10][O:11][C:12]1[CH:17]=[CH:16][C:15]([CH2:18][CH:19]([C:32]2[CH:37]=[CH:36][CH:35]=[CH:34][CH:33]=2)[C:20]([O:22][CH3:23])=[S:31])=[CH:14][CH:13]=1)=[O:7])([CH3:4])([CH3:3])[CH3:2]. The catalyst class is: 11. (2) Reactant: CC(C)([O-])C.[K+].[Cl:7][C:8]1[CH:13]=[CH:12][C:11]([C:14]2[S:15][CH:16]=[C:17]([CH2:19][OH:20])[N:18]=2)=[CH:10][CH:9]=1.[OH:21][CH2:22][CH2:23][O:24][C:25]1[CH:30]=[CH:29][C:28]([C:31]2[C:40]3[C:39](=[O:41])[NH:38][CH:37]=[CH:36][C:35]=3[N:34]=[C:33](SC)[C:32]=2[C:44]#[N:45])=[CH:27][CH:26]=1.O. Product: [Cl:7][C:8]1[CH:9]=[CH:10][C:11]([C:14]2[S:15][CH:16]=[C:17]([CH2:19][O:20][C:33]3[C:32]([C:44]#[N:45])=[C:31]([C:28]4[CH:29]=[CH:30][C:25]([O:24][CH2:23][CH2:22][OH:21])=[CH:26][CH:27]=4)[C:40]4[C:39](=[O:41])[NH:38][CH:37]=[CH:36][C:35]=4[N:34]=3)[N:18]=2)=[CH:12][CH:13]=1. The catalyst class is: 3. (3) Reactant: [Cl:1][C:2]1[CH:3]=[C:4]([CH:9]=[C:10](I)[CH:11]=1)[C:5]([O:7][CH3:8])=[O:6].[Br-].[CH:14]1([Zn+])[CH2:16][CH2:15]1.CN1CCN(C)C1=O.C(O)(=O)CC(CC(O)=O)(C(O)=O)O. Product: [Cl:1][C:2]1[CH:3]=[C:4]([CH:9]=[C:10]([CH:14]2[CH2:16][CH2:15]2)[CH:11]=1)[C:5]([O:7][CH3:8])=[O:6]. The catalyst class is: 49.